Regression/Classification. Given a drug SMILES string, predict its absorption, distribution, metabolism, or excretion properties. Task type varies by dataset: regression for continuous measurements (e.g., permeability, clearance, half-life) or binary classification for categorical outcomes (e.g., BBB penetration, CYP inhibition). Dataset: cyp2c19_veith. From a dataset of CYP2C19 inhibition data for predicting drug metabolism from PubChem BioAssay. The drug is Ic1ccc2c(c1)N(c1ccccc1)c1cc(Nc3ccc4nc5ccc(I)cc5[n+](-c5ccccc5)c4c3)ccc1N2. The result is 0 (non-inhibitor).